From a dataset of Full USPTO retrosynthesis dataset with 1.9M reactions from patents (1976-2016). Predict the reactants needed to synthesize the given product. (1) Given the product [CH2:6]([S:5][CH:4]([CH2:20][C:17]1[CH:18]=[CH:19][CH:14]=[CH:15][CH:16]=1)[C:3]([O:2][CH3:1])=[O:13])[C:7]1[CH:12]=[CH:11][CH:10]=[CH:9][CH:8]=1, predict the reactants needed to synthesize it. The reactants are: [CH3:1][O:2][C:3](=[O:13])[CH2:4][S:5][CH2:6][C:7]1[CH:12]=[CH:11][CH:10]=[CH:9][CH:8]=1.[CH:14]1[CH:19]=[CH:18][C:17]([CH2:20]Br)=[CH:16][CH:15]=1. (2) Given the product [CH3:35][N:34]([CH3:36])[CH2:33][CH2:32][O:31][C:29]([C:21]1[S:22][C:23]2=[CH:24][N:25]=[CH:26][CH:27]=[C:28]2[C:20]=1[NH:19][C:15]1[CH:14]=[C:13]2[C:18](=[CH:17][CH:16]=1)[C:10](=[N:9][OH:8])[CH2:11][CH2:12]2)=[O:30], predict the reactants needed to synthesize it. The reactants are: [Si]([O:8][N:9]=[C:10]1[C:18]2[C:13](=[CH:14][C:15]([NH:19][C:20]3[C:28]4[C:23](=[CH:24][N:25]=[CH:26][CH:27]=4)[S:22][C:21]=3[C:29]([O:31][CH2:32][CH2:33][N:34]([CH3:36])[CH3:35])=[O:30])=[CH:16][CH:17]=2)[CH2:12][CH2:11]1)(C(C)(C)C)(C)C.CCCC[N+](CCCC)(CCCC)CCCC.[F-]. (3) Given the product [CH3:1][C:2]1[N:3]=[C:4]([Sn:13]([CH2:14][CH2:15][CH2:16][CH3:17])([CH2:18][CH2:19][CH2:20][CH3:21])[CH2:9][CH2:10][CH2:11][CH3:12])[S:5][CH:6]=1, predict the reactants needed to synthesize it. The reactants are: [CH3:1][C:2]1[N:3]=[CH:4][S:5][CH:6]=1.C[Li].[CH2:9]([Sn:13](Cl)([CH2:18][CH2:19][CH2:20][CH3:21])[CH2:14][CH2:15][CH2:16][CH3:17])[CH2:10][CH2:11][CH3:12]. (4) The reactants are: [Cl-].[C:2]([C:4]1[C:16]([N+:17]([O-])=O)=[CH:15][CH:14]=[CH:13][C:5]=1[O:6][CH2:7][C@@H:8]1[CH2:12][CH2:11][CH2:10][NH2+:9]1)#[N:3].CCN(CC)CC.[C:27](Cl)(=[O:29])[CH3:28]. Given the product [NH2:17][C:16]1[CH:15]=[CH:14][CH:13]=[C:5]([O:6][CH2:7][C@@H:8]2[CH2:12][CH2:11][CH2:10][N:9]2[C:27](=[O:29])[CH3:28])[C:4]=1[C:2]#[N:3], predict the reactants needed to synthesize it. (5) Given the product [F:34][C:29]1[CH:28]=[C:27]([C@@H:26]2[CH2:25][N:24]([CH2:35][CH2:36][O:37][CH3:38])[CH2:23][C@H:22]2[NH:21][C:19]([NH:18][C:15]2[N:14]([C:39]3[CH:40]=[CH:41][CH:42]=[CH:43][CH:44]=3)[N:13]=[C:12]([O:11][CH2:10][C@@H:9]([OH:8])[CH2:45][O:46][CH3:47])[C:16]=2[CH3:17])=[O:20])[CH:32]=[CH:31][C:30]=1[F:33], predict the reactants needed to synthesize it. The reactants are: [Si]([O:8][C@@H:9]([CH2:45][O:46][CH3:47])[CH2:10][O:11][C:12]1[C:16]([CH3:17])=[C:15]([NH:18][C:19]([NH:21][C@H:22]2[C@H:26]([C:27]3[CH:32]=[CH:31][C:30]([F:33])=[C:29]([F:34])[CH:28]=3)[CH2:25][N:24]([CH2:35][CH2:36][O:37][CH3:38])[CH2:23]2)=[O:20])[N:14]([C:39]2[CH:44]=[CH:43][CH:42]=[CH:41][CH:40]=2)[N:13]=1)(C(C)(C)C)(C)C.Cl.